From a dataset of Reaction yield outcomes from USPTO patents with 853,638 reactions. Predict the reaction yield, written as a fraction of the theoretical maximum amount of product (1.0 means a 100% yield; for example, 0.34 means a 34% yield). (1) The product is [CH3:19][N:21]([CH3:24])[C:22]1[O:12][C:11]2[C:10]3[CH:9]([CH2:13][CH2:14][NH:15][C:16](=[O:18])[CH3:17])[CH2:8][CH2:7][C:6]=3[CH:5]=[CH:4][C:3]=2[N:2]=1. The reactants are Cl.[NH2:2][C:3]1[C:11]([OH:12])=[C:10]2[C:6]([CH2:7][CH2:8][CH:9]2[CH2:13][CH2:14][NH:15][C:16](=[O:18])[CH3:17])=[CH:5][CH:4]=1.[CH2:19]([N:21]([CH2:24]C)[CH2:22]C)C.C(=O)([O-])O.[Na+]. The yield is 0.0700. The catalyst is ClCCl.C(OCC)(=O)C. (2) The reactants are [CH2:1]([O:3][C:4]1[CH:5]=[C:6]([CH:10]=[CH:11][C:12]=1[O:13][CH2:14][CH3:15])[C:7]([NH2:9])=[S:8])[CH3:2].[Cl:16][CH2:17][C:18]([CH2:20]Cl)=O. The catalyst is C(O)C. The product is [Cl:16][CH2:17][C:18]1[N:9]=[C:7]([C:6]2[CH:10]=[CH:11][C:12]([O:13][CH2:14][CH3:15])=[C:4]([O:3][CH2:1][CH3:2])[CH:5]=2)[S:8][CH:20]=1. The yield is 0.680.